This data is from Full USPTO retrosynthesis dataset with 1.9M reactions from patents (1976-2016). The task is: Predict the reactants needed to synthesize the given product. (1) Given the product [F:27][C:23]1[CH:22]=[C:21]2[C:26]([C:18]([C:15]3[CH:16]=[CH:17][C:11]4[O:10][C:9]([CH2:8][N:1]5[CH2:6][CH2:5][O:4][CH2:3][CH2:2]5)=[N:13][C:12]=4[CH:14]=3)=[CH:19][N:20]2[S:28]([C:31]2[CH:32]=[CH:33][CH:34]=[CH:35][CH:36]=2)(=[O:30])=[O:29])=[CH:25][CH:24]=1, predict the reactants needed to synthesize it. The reactants are: [NH:1]1[CH2:6][CH2:5][O:4][CH2:3][CH2:2]1.Cl[CH2:8][C:9]1[O:10][C:11]2[CH:17]=[CH:16][C:15]([C:18]3[C:26]4[C:21](=[CH:22][C:23]([F:27])=[CH:24][CH:25]=4)[N:20]([S:28]([C:31]4[CH:36]=[CH:35][CH:34]=[CH:33][CH:32]=4)(=[O:30])=[O:29])[CH:19]=3)=[CH:14][C:12]=2[N:13]=1. (2) Given the product [Cl:44][C:45]1[C:46]([C:79](=[O:89])[N:80]([CH2:85][CH2:86][CH2:87][CH3:88])[CH2:81][CH2:82][CH2:83][CH3:84])=[N:47][N:48]([C:51]2[CH:61]=[CH:60][C:59]([C:62](=[O:78])[NH:63][S:64]([C:67]3[CH:68]=[C:69]4[C:73](=[CH:74][CH:75]=3)[N:72]([CH2:76][CH3:77])[CH2:71][CH2:70]4)(=[O:66])=[O:65])=[CH:58][C:52]=2[C:53]([OH:55])=[O:54])[C:49]=1[CH3:50], predict the reactants needed to synthesize it. The reactants are: ClC1C(C(=O)N(CCCC)CCCC)=NN(C2C=CC(C(=O)NS(C3C=CC4C(=CC=CC=4)C=3)(=O)=O)=CC=2C(O)=O)C=1C.[Cl:44][C:45]1[C:46]([C:79](=[O:89])[N:80]([CH2:85][CH2:86][CH2:87][CH3:88])[CH2:81][CH2:82][CH2:83][CH3:84])=[N:47][N:48]([C:51]2[CH:61]=[CH:60][C:59]([C:62](=[O:78])[NH:63][S:64]([C:67]3[CH:68]=[C:69]4[C:73](=[CH:74][CH:75]=3)[N:72]([CH2:76][CH3:77])[CH2:71][CH2:70]4)(=[O:66])=[O:65])=[CH:58][C:52]=2[C:53]([O:55]CC)=[O:54])[C:49]=1[CH3:50].